Predict the reaction yield, written as a fraction of the theoretical maximum amount of product (1.0 means a 100% yield; for example, 0.34 means a 34% yield). From a dataset of Reaction yield outcomes from USPTO patents with 853,638 reactions. (1) The reactants are [NH2:1][C@H:2]([CH2:18][CH2:19][C:20]1[CH:25]=[CH:24][C:23]([C:26]([F:29])([F:28])[F:27])=[CH:22][CH:21]=1)[C:3]([NH:5][C:6]1[CH:7]=[CH:8][C:9]2[C:13]([CH3:15])([CH3:14])[O:12][B:11]([OH:16])[C:10]=2[CH:17]=1)=[O:4].[NH:30]([C:47]([O:49][C:50]([CH3:53])([CH3:52])[CH3:51])=[O:48])[C@H:31]([C:44](O)=[O:45])[CH2:32][CH2:33][C:34](=[O:43])[O:35][CH2:36][C:37]1[CH:42]=[CH:41][CH:40]=[CH:39][CH:38]=1.CCN(C(C)C)C(C)C.CN(C(ON1N=NC2C=CC=NC1=2)=[N+](C)C)C.F[P-](F)(F)(F)(F)F. The catalyst is C(Cl)Cl. The product is [C:50]([O:49][C:47]([NH:30][C@H:31]([C:44]([NH:1][C@H:2]([CH2:18][CH2:19][C:20]1[CH:21]=[CH:22][C:23]([C:26]([F:28])([F:29])[F:27])=[CH:24][CH:25]=1)[C:3]([NH:5][C:6]1[CH:7]=[CH:8][C:9]2[C:13]([CH3:15])([CH3:14])[O:12][B:11]([OH:16])[C:10]=2[CH:17]=1)=[O:4])=[O:45])[CH2:32][CH2:33][C:34]([O:35][CH2:36][C:37]1[CH:42]=[CH:41][CH:40]=[CH:39][CH:38]=1)=[O:43])=[O:48])([CH3:53])([CH3:52])[CH3:51]. The yield is 0.930. (2) The reactants are [F:1][C:2]1[C:3]([NH:12][C:13]2[CH:18]=[CH:17][C:16]([I:19])=[CH:15][C:14]=2[F:20])=[C:4]([CH:8]=[CH:9][C:10]=1[F:11])[C:5]([OH:7])=O.C1CN([P+](ON2N=NC3C=CC=CC2=3)(N2CCCC2)N2CCCC2)CC1.F[P-](F)(F)(F)(F)F.C(N(CC)CC)C.[OH:61][CH2:62][CH2:63][C:64]1([OH:68])[CH2:67][NH:66][CH2:65]1. The catalyst is CN(C=O)C.C(OCC)(=O)C.O. The product is [F:1][C:2]1[C:3]([NH:12][C:13]2[CH:18]=[CH:17][C:16]([I:19])=[CH:15][C:14]=2[F:20])=[C:4]([C:5]([N:66]2[CH2:67][C:64]([CH2:63][CH2:62][OH:61])([OH:68])[CH2:65]2)=[O:7])[CH:8]=[CH:9][C:10]=1[F:11]. The yield is 0.780.